Predict the product of the given reaction. From a dataset of Forward reaction prediction with 1.9M reactions from USPTO patents (1976-2016). (1) Given the reactants C([O:3][C:4]([C@@H:6]1[C@@H:10]([C:11](=[O:20])[NH:12][C:13]2[CH:18]=[CH:17][C:16]([Cl:19])=[CH:15][CH:14]=2)[CH2:9][N:8]([S:21]([CH3:24])(=[O:23])=[O:22])[CH2:7]1)=[O:5])C, predict the reaction product. The product is: [Cl:19][C:16]1[CH:17]=[CH:18][C:13]([NH:12][C:11]([C@H:10]2[CH2:9][N:8]([S:21]([CH3:24])(=[O:23])=[O:22])[CH2:7][C@@H:6]2[C:4]([OH:5])=[O:3])=[O:20])=[CH:14][CH:15]=1. (2) The product is: [CH:14]([NH:13][C:11]1[C:5]([C:6]([O:8][CH2:9][CH3:10])=[O:7])=[CH:4][N:3]=[C:2]([N:20]([O:19][CH3:18])[CH3:21])[CH:12]=1)([CH3:16])[CH3:15]. Given the reactants Cl[C:2]1[CH:12]=[C:11]([NH:13][CH:14]([CH3:16])[CH3:15])[C:5]([C:6]([O:8][CH2:9][CH3:10])=[O:7])=[CH:4][N:3]=1.Cl.[CH3:18][O:19][NH:20][CH3:21].C([O-])([O-])=O.[Na+].[Na+], predict the reaction product. (3) Given the reactants C([O-])(=O)C.[NH4+:5].[CH2:6]([O:8][CH2:9][C:10]1[N:11]([CH2:23][CH2:24][C:25]([O:27]CC)=O)[C:12]2[C:21]3[CH:20]=[CH:19][CH:18]=[CH:17][C:16]=3[N:15]=[CH:14][C:13]=2[N:22]=1)[CH3:7], predict the reaction product. The product is: [CH2:6]([O:8][CH2:9][C:10]1[N:11]([CH2:23][CH2:24][C:25]([NH2:5])=[O:27])[C:12]2[C:21]3[CH:20]=[CH:19][CH:18]=[CH:17][C:16]=3[N:15]=[CH:14][C:13]=2[N:22]=1)[CH3:7]. (4) The product is: [Cl:1][C:2]1[S:6][C:5]([C:7]([NH:9][C:10]2[CH:14]=[CH:13][S:12][C:11]=2[C:15]([OH:17])=[O:16])=[O:8])=[CH:4][CH:3]=1. Given the reactants [Cl:1][C:2]1[S:6][C:5]([C:7]([NH:9][C:10]2[CH:14]=[CH:13][S:12][C:11]=2[C:15]([O:17]C)=[O:16])=[O:8])=[CH:4][CH:3]=1.[OH-].[Li+].C1COCC1.Cl, predict the reaction product. (5) Given the reactants [CH:1]1([C:4]2[CH:5]=[C:6]([C:23]([O:25]CC)=[O:24])[C:7](=[O:22])[N:8]3[C:13]=2[C:12]([CH3:14])=[C:11]([C:15]2[CH:20]=[CH:19][C:18]([CH3:21])=[CH:17][CH:16]=2)[CH:10]=[CH:9]3)[CH2:3][CH2:2]1.[Li+].[OH-].Cl.C(OCC)(=O)C, predict the reaction product. The product is: [CH:1]1([C:4]2[CH:5]=[C:6]([C:23]([OH:25])=[O:24])[C:7](=[O:22])[N:8]3[C:13]=2[C:12]([CH3:14])=[C:11]([C:15]2[CH:20]=[CH:19][C:18]([CH3:21])=[CH:17][CH:16]=2)[CH:10]=[CH:9]3)[CH2:3][CH2:2]1. (6) Given the reactants [F:1][C:2]1[CH:3]=[C:4]2[C:8](=[CH:9][CH:10]=1)[NH:7][N:6]=[C:5]2[I:11].[Cl:12][CH2:13][C:14]#[C:15][CH2:16]O, predict the reaction product. The product is: [Cl:12][CH2:13][C:14]#[C:15][CH2:16][N:7]1[C:8]2[C:4](=[CH:3][C:2]([F:1])=[CH:10][CH:9]=2)[C:5]([I:11])=[N:6]1. (7) The product is: [CH3:18][C:11]1([CH3:19])[CH2:10][C@H:9]([NH:8][C:6]2[C:5]([F:20])=[CH:4][N:3]=[C:2]([NH:36][C:35]3[CH:37]=[CH:38][C:32]([O:31][CH:28]4[CH2:27][CH2:26][N:25]([CH:23]5[CH2:24][O:21][CH2:22]5)[CH2:30][CH2:29]4)=[C:33]([C:39]([F:42])([F:41])[F:40])[CH:34]=3)[N:7]=2)[CH2:17][C@H:16]2[N:12]1[CH2:13][CH2:14][CH2:15]2. Given the reactants Cl[C:2]1[N:7]=[C:6]([NH:8][C@@H:9]2[CH2:17][C@H:16]3[N:12]([CH2:13][CH2:14][CH2:15]3)[C:11]([CH3:19])([CH3:18])[CH2:10]2)[C:5]([F:20])=[CH:4][N:3]=1.[O:21]1[CH2:24][CH:23]([N:25]2[CH2:30][CH2:29][CH:28]([O:31][C:32]3[CH:38]=[CH:37][C:35]([NH2:36])=[CH:34][C:33]=3[C:39]([F:42])([F:41])[F:40])[CH2:27][CH2:26]2)[CH2:22]1.CC1C=CC(S(O)(=O)=O)=CC=1, predict the reaction product. (8) Given the reactants [CH:1]([C:4]1[CH:9]=[CH:8][C:7]([C:10]2[CH:15]=[CH:14][C:13](/[C:16](/[C:29]3[CH:33]=[CH:32][S:31][CH:30]=3)=[CH:17]/[CH2:18][N:19]([CH2:21][C:22]([O:24]C(C)(C)C)=[O:23])[CH3:20])=[CH:12][CH:11]=2)=[CH:6][CH:5]=1)([CH3:3])[CH3:2].CO, predict the reaction product. The product is: [CH:1]([C:4]1[CH:5]=[CH:6][C:7]([C:10]2[CH:15]=[CH:14][C:13](/[C:16](/[C:29]3[CH:33]=[CH:32][S:31][CH:30]=3)=[CH:17]/[CH2:18][N:19]([CH2:21][C:22]([OH:24])=[O:23])[CH3:20])=[CH:12][CH:11]=2)=[CH:8][CH:9]=1)([CH3:3])[CH3:2]. (9) Given the reactants [CH:1]1([CH2:4][O:5][C:6]2[C:7]([O:24]COC)=[C:8]([C:14]3[CH:22]=[CH:21][CH:20]=[C:19]4[C:15]=3[CH2:16][CH2:17][C:18]4=[O:23])[CH:9]=[CH:10][C:11]=2[O:12][CH3:13])[CH2:3][CH2:2]1.Cl, predict the reaction product. The product is: [CH:1]1([CH2:4][O:5][C:6]2[C:7]([OH:24])=[C:8]([C:14]3[CH:22]=[CH:21][CH:20]=[C:19]4[C:15]=3[CH2:16][CH2:17][C:18]4=[O:23])[CH:9]=[CH:10][C:11]=2[O:12][CH3:13])[CH2:3][CH2:2]1. (10) Given the reactants O.[C:2]1([CH3:13])[CH:7]=[CH:6][C:5]([CH2:8][CH2:9][CH:10]=[CH:11][CH3:12])=[CH:4][CH:3]=1, predict the reaction product. The product is: [CH3:13][C:2]1[CH:7]=[CH:6][C:5]2[CH:8]=[CH:9][CH:10]=[C:11]([CH3:12])[C:4]=2[CH:3]=1.